This data is from Peptide-MHC class I binding affinity with 185,985 pairs from IEDB/IMGT. The task is: Regression. Given a peptide amino acid sequence and an MHC pseudo amino acid sequence, predict their binding affinity value. This is MHC class I binding data. (1) The peptide sequence is VSSHKGWAK. The MHC is HLA-A11:01 with pseudo-sequence HLA-A11:01. The binding affinity (normalized) is 0.936. (2) The peptide sequence is VSCDFNNGI. The MHC is HLA-A32:01 with pseudo-sequence HLA-A32:01. The binding affinity (normalized) is 0. (3) The binding affinity (normalized) is 0.344. The MHC is HLA-A26:02 with pseudo-sequence HLA-A26:02. The peptide sequence is AQNAISTTF. (4) The peptide sequence is KFYGPFVDR. The MHC is HLA-B40:02 with pseudo-sequence HLA-B40:02. The binding affinity (normalized) is 0.302.